Task: Predict the reactants needed to synthesize the given product.. Dataset: Full USPTO retrosynthesis dataset with 1.9M reactions from patents (1976-2016) (1) Given the product [Br:21][C:13]1[CH:14]=[C:9]([CH:10]=[CH:11][C:12]=1[O:15][CH3:16])[O:8][C:7]1[C:6]([CH3:17])=[CH:5][C:4]([N+:18]([O-:20])=[O:19])=[CH:3][C:2]=1[CH3:1], predict the reactants needed to synthesize it. The reactants are: [CH3:1][C:2]1[CH:3]=[C:4]([N+:18]([O-:20])=[O:19])[CH:5]=[C:6]([CH3:17])[C:7]=1[O:8][C:9]1[CH:14]=[CH:13][C:12]([O:15][CH3:16])=[CH:11][CH:10]=1.[Br:21]N1C(=O)CCC1=O.FC(F)(F)C(O)=O. (2) Given the product [Br:1][C:2]1[CH:7]=[C:6]([NH:11][C@H:12]([CH2:16][CH:17]2[CH2:22][CH2:21][CH2:20][CH2:19][CH2:18]2)[C:13]([NH2:15])=[O:14])[CH:5]=[N:4][C:3]=1[C:9]#[N:10], predict the reactants needed to synthesize it. The reactants are: [Br:1][C:2]1[C:3]([C:9]#[N:10])=[N:4][CH:5]=[C:6](F)[CH:7]=1.[NH2:11][C@H:12]([CH2:16][CH:17]1[CH2:22][CH2:21][CH2:20][CH2:19][CH2:18]1)[C:13]([NH2:15])=[O:14].CCN(C(C)C)C(C)C.O. (3) Given the product [NH:22]([NH:20][C:2]1[C:3]2[N:4]=[CH:5][N:6]([C:16]=2[N:17]=[CH:18][N:19]=1)[C@@H:7]1[O:15][C@H:12]([CH2:13][OH:14])[C@@H:10]([OH:11])[C@H:8]1[OH:9])[NH2:23], predict the reactants needed to synthesize it. The reactants are: Cl[C:2]1([NH2:20])[N:19]=[CH:18][N:17]=[C:16]2[C:3]1=[N:4][CH2:5][N:6]2[C@@H:7]1[O:15][C@H:12]([CH2:13][OH:14])[C@@H:10]([OH:11])[C@H:8]1[OH:9].O.[NH2:22][NH2:23]. (4) Given the product [CH3:12][S:13][S:1][CH2:2][C:3]1[CH:11]=[CH:10][C:6]([C:7]([OH:9])=[O:8])=[CH:5][CH:4]=1, predict the reactants needed to synthesize it. The reactants are: [SH:1][CH2:2][C:3]1[CH:11]=[CH:10][C:6]([C:7]([OH:9])=[O:8])=[CH:5][CH:4]=1.[CH3:12][S:13]S(C)(=O)=O. (5) The reactants are: [OH:1][P:2]([O-:5])([OH:4])=[O:3].[OH:6][P:7]([O-:10])([O-:9])=[O:8].[Na+:11].[Na+].[Na+].[Cl-:14].[Cl-].[K+:16].[K+]. Given the product [P:2]([O-:5])([O-:4])([O-:3])=[O:1].[OH:8][P:7]([O-:10])([OH:9])=[O:6].[OH:3][P:2]([O-:5])([O-:4])=[O:1].[Na+:11].[Na+:11].[Na+:11].[Cl-:14].[Cl-:14].[K+:16].[K+:16], predict the reactants needed to synthesize it. (6) Given the product [C:1]([NH:5][CH2:7][Si:8]([CH3:11])([CH3:10])[CH3:9])([CH3:4])([CH3:3])[CH3:2], predict the reactants needed to synthesize it. The reactants are: [C:1]([NH2:5])([CH3:4])([CH3:3])[CH3:2].Cl[CH2:7][Si:8]([CH3:11])([CH3:10])[CH3:9].[OH-].[Na+]. (7) The reactants are: [CH3:1][C:2]([S:5]([C:8]1[CH:13]=[CH:12][C:11]([N:14]2[NH:23][C:22](=O)[C:21]3[C:16](=[CH:17][CH:18]=[CH:19][CH:20]=3)[C:15]2=[O:25])=[CH:10][CH:9]=1)(=[O:7])=[O:6])([CH3:4])[CH3:3].P(Br)(Br)([Br:28])=O. Given the product [Br:28][C:22]1[C:21]2[C:16](=[CH:17][CH:18]=[CH:19][CH:20]=2)[C:15](=[O:25])[N:14]([C:11]2[CH:12]=[CH:13][C:8]([S:5]([C:2]([CH3:4])([CH3:3])[CH3:1])(=[O:7])=[O:6])=[CH:9][CH:10]=2)[N:23]=1, predict the reactants needed to synthesize it.